This data is from Peptide-MHC class I binding affinity with 185,985 pairs from IEDB/IMGT. The task is: Regression. Given a peptide amino acid sequence and an MHC pseudo amino acid sequence, predict their binding affinity value. This is MHC class I binding data. (1) The peptide sequence is ATIEAVLAK. The MHC is HLA-B07:02 with pseudo-sequence HLA-B07:02. The binding affinity (normalized) is 0.0847. (2) The peptide sequence is NILIVLYYL. The MHC is HLA-A02:02 with pseudo-sequence HLA-A02:02. The binding affinity (normalized) is 0.317. (3) The peptide sequence is MLCMFIPSV. The MHC is H-2-Kb with pseudo-sequence H-2-Kb. The binding affinity (normalized) is 0.178. (4) The peptide sequence is SIHAHHQWM. The MHC is HLA-B08:01 with pseudo-sequence HLA-B08:01. The binding affinity (normalized) is 0.459. (5) The binding affinity (normalized) is 0.0847. The MHC is HLA-A02:19 with pseudo-sequence HLA-A02:19. The peptide sequence is VERRLVKVL. (6) The peptide sequence is SEIDLILGY. The MHC is Patr-A0901 with pseudo-sequence Patr-A0901. The binding affinity (normalized) is 0. (7) The peptide sequence is MFSPIVPFW. The MHC is HLA-A01:01 with pseudo-sequence HLA-A01:01. The binding affinity (normalized) is 0. (8) The peptide sequence is DTFGVIDTM. The MHC is HLA-A01:01 with pseudo-sequence HLA-A01:01. The binding affinity (normalized) is 0.0847. (9) The binding affinity (normalized) is 0.936. The peptide sequence is FRFGDPMPF. The MHC is HLA-B39:01 with pseudo-sequence HLA-B39:01.